The task is: Predict the reactants needed to synthesize the given product.. This data is from Full USPTO retrosynthesis dataset with 1.9M reactions from patents (1976-2016). (1) Given the product [Cl:27][C:7]1[C:6]2[C:5]([C:12]3[CH:17]=[CH:16][CH:15]=[CH:14][C:13]=3[O:18][CH3:19])=[CH:4][S:3][C:2]=2[N:1]=[C:23]([CH:20]2[CH2:22][CH2:21]2)[N:25]=1, predict the reactants needed to synthesize it. The reactants are: [NH2:1][C:2]1[S:3][CH:4]=[C:5]([C:12]2[CH:17]=[CH:16][CH:15]=[CH:14][C:13]=2[O:18][CH3:19])[C:6]=1[C:7](OCC)=O.[CH:20]1([C:23]([NH2:25])=O)[CH2:22][CH2:21]1.[P+2](Cl)(Cl)[Cl:27]. (2) The reactants are: [CH:1]([O:4][C:5]([N:7]1[CH2:12][CH2:11][CH:10]([CH2:13][O:14][C:15]2[CH:20]=[CH:19][C:18](B3OC(C)(C)C(C)(C)O3)=[CH:17][N:16]=2)[CH2:9][CH2:8]1)=[O:6])([CH3:3])[CH3:2].[C:30]([O:34][C:35]([N:37]1[C@H:46]([C:47]([N:49]2[CH2:53][CH2:52][CH2:51][C@H:50]2[C:54]#[N:55])=[O:48])[CH2:45][C:44]2[C:39](=[CH:40][C:41](OS(C(F)(F)F)(=O)=O)=[CH:42][CH:43]=2)[CH2:38]1)=[O:36])([CH3:33])([CH3:32])[CH3:31]. Given the product [C:30]([O:34][C:35]([N:37]1[C@H:46]([C:47]([N:49]2[CH2:53][CH2:52][CH2:51][C@H:50]2[C:54]#[N:55])=[O:48])[CH2:45][C:44]2[C:39](=[CH:40][C:41]([C:18]3[CH:17]=[N:16][C:15]([O:14][CH2:13][CH:10]4[CH2:9][CH2:8][N:7]([C:5]([O:4][CH:1]([CH3:2])[CH3:3])=[O:6])[CH2:12][CH2:11]4)=[CH:20][CH:19]=3)=[CH:42][CH:43]=2)[CH2:38]1)=[O:36])([CH3:33])([CH3:31])[CH3:32], predict the reactants needed to synthesize it. (3) Given the product [C:43]([O:47][C:48]([N:50]1[CH2:55][C@@H:54]([CH3:56])[N:53]([C:57]2[CH:62]=[CH:61][C:60]([C:63](=[O:78])[NH:64][C:65]3[C:66]([F:77])=[CH:67][C:68]([C:30]4[CH:31]=[CH:32][C:27]([C:25]5[N:26]=[C:22]([C@@H:18]6[CH2:19][CH2:20][CH2:21][N:17]6[C:15](=[O:16])[C@@H:11]([NH:10][C:9]([O:8][CH3:7])=[O:42])[CH:12]([CH3:14])[CH3:13])[NH:23][CH:24]=5)=[CH:28][CH:29]=4)=[C:69]([O:71][C:72]([F:75])([F:74])[F:73])[CH:70]=3)=[CH:59][N:58]=2)[CH2:52][C@@H:51]1[CH3:79])=[O:49])([CH3:46])([CH3:45])[CH3:44], predict the reactants needed to synthesize it. The reactants are: C(=O)([O-])[O-].[K+].[K+].[CH3:7][O:8][C:9](=[O:42])[NH:10][C@H:11]([C:15]([N:17]1[CH2:21][CH2:20][CH2:19][C@H:18]1[C:22]1[NH:23][CH:24]=[C:25]([C:27]2[CH:32]=[CH:31][C:30](B3OC(C)(C)C(C)(C)O3)=[CH:29][CH:28]=2)[N:26]=1)=[O:16])[CH:12]([CH3:14])[CH3:13].[C:43]([O:47][C:48]([N:50]1[CH2:55][C@@H:54]([CH3:56])[N:53]([C:57]2[CH:62]=[CH:61][C:60]([C:63](=[O:78])[NH:64][C:65]3[CH:70]=[C:69]([O:71][C:72]([F:75])([F:74])[F:73])[C:68](Br)=[CH:67][C:66]=3[F:77])=[CH:59][N:58]=2)[CH2:52][C@@H:51]1[CH3:79])=[O:49])([CH3:46])([CH3:45])[CH3:44]. (4) The reactants are: Br[C:2]1[CH:3]=[C:4]([CH:30]=[CH:31][C:32]=1[N:33]=[C:34]1[S:38]S[N:36]=[C:35]1Cl)[C:5]([NH:7][C:8]1[C:13]([CH3:14])=[CH:12][C:11]([C:15]([F:27])([C:20]([F:26])([F:25])[C:21]([F:24])([F:23])[F:22])[C:16]([F:19])([F:18])[F:17])=[CH:10][C:9]=1[CH2:28][CH3:29])=[O:6].C(OCC)(=O)C. Given the product [C:35]([C:34]1[S:38][C:2]2[CH:3]=[C:4]([C:5]([NH:7][C:8]3[C:13]([CH3:14])=[CH:12][C:11]([C:15]([F:27])([C:20]([F:26])([F:25])[C:21]([F:24])([F:23])[F:22])[C:16]([F:19])([F:18])[F:17])=[CH:10][C:9]=3[CH2:28][CH3:29])=[O:6])[CH:30]=[CH:31][C:32]=2[N:33]=1)#[N:36], predict the reactants needed to synthesize it. (5) Given the product [CH:1]1([NH:9][C:15]2[CH:16]=[CH:17][CH:18]=[C:11]([F:10])[C:12]=2[C:13]#[N:14])[CH2:8][CH2:7][CH2:6][CH2:5][CH2:4][CH2:3][CH2:2]1, predict the reactants needed to synthesize it. The reactants are: [CH:1]1([NH2:9])[CH2:8][CH2:7][CH2:6][CH2:5][CH2:4][CH2:3][CH2:2]1.[F:10][C:11]1[CH:18]=[CH:17][CH:16]=[C:15](F)[C:12]=1[C:13]#[N:14]. (6) The reactants are: C(=O)([O-])[O-].[K+].[K+].[CH2:7]([NH2:15])[CH2:8][CH2:9][CH2:10][CH2:11][CH2:12][CH2:13][CH3:14].[CH:16]1[C:25]2[C:20](=[CH:21][CH:22]=[CH:23][CH:24]=2)[CH:19]=[CH:18][C:17]=1[O:26][CH2:27][CH2:28][CH2:29]Cl. Given the product [CH2:7]([NH:15][CH2:29][CH2:28][CH2:27][O:26][C:17]1[CH:18]=[CH:19][C:20]2[C:25](=[CH:24][CH:23]=[CH:22][CH:21]=2)[CH:16]=1)[CH2:8][CH2:9][CH2:10][CH2:11][CH2:12][CH2:13][CH3:14], predict the reactants needed to synthesize it. (7) Given the product [F:1][C:2]1[CH:7]=[C:6]([C:25]2[CH:30]=[CH:29][CH:28]=[CH:27][C:26]=2[CH3:31])[CH:5]=[CH:4][C:3]=1[C:17]1[N:18]=[CH:19][C:20]([NH2:23])=[N:21][CH:22]=1, predict the reactants needed to synthesize it. The reactants are: [F:1][C:2]1[CH:7]=[C:6](B2OC(C)(C)C(C)(C)O2)[CH:5]=[CH:4][C:3]=1[C:17]1[N:18]=[CH:19][C:20]([NH2:23])=[N:21][CH:22]=1.Br[C:25]1[CH:30]=[CH:29][CH:28]=[CH:27][C:26]=1[CH3:31]. (8) Given the product [Cl:20][C:21]1[CH:29]=[CH:28][CH:27]=[CH:26][C:22]=1[C:23]([NH:17][C:14]1[CH:13]=[N:12][C:11]([C:9]2[C:8]([CH3:18])=[CH:7][C:4]3[O:5][CH2:6][C:2]([CH3:19])([CH3:1])[C:3]=3[CH:10]=2)=[CH:16][N:15]=1)=[O:24], predict the reactants needed to synthesize it. The reactants are: [CH3:1][C:2]1([CH3:19])[CH2:6][O:5][C:4]2[CH:7]=[C:8]([CH3:18])[C:9]([C:11]3[N:12]=[CH:13][C:14]([NH2:17])=[N:15][CH:16]=3)=[CH:10][C:3]1=2.[Cl:20][C:21]1[CH:29]=[CH:28][CH:27]=[CH:26][C:22]=1[C:23](Cl)=[O:24]. (9) The reactants are: [C:1]([N:5]1[C:9]2[CH:10]=[CH:11][C:12]([C:14]3[CH:15]=[N:16][C:17]([NH2:20])=[N:18][CH:19]=3)=[CH:13][C:8]=2[N:7]=[C:6]1[C:21]1[CH:26]=[C:25]([O:27]C)[CH:24]=[CH:23][C:22]=1[N:29]1[CH:33]=[CH:32][CH:31]=[N:30]1)([CH3:4])([CH3:3])[CH3:2].B(Br)(Br)Br.C([O-])(O)=O.[Na+]. Given the product [NH2:20][C:17]1[N:18]=[CH:19][C:14]([C:12]2[CH:11]=[CH:10][C:9]3[N:5]([C:1]([CH3:2])([CH3:3])[CH3:4])[C:6]([C:21]4[CH:26]=[C:25]([OH:27])[CH:24]=[CH:23][C:22]=4[N:29]4[CH:33]=[CH:32][CH:31]=[N:30]4)=[N:7][C:8]=3[CH:13]=2)=[CH:15][N:16]=1, predict the reactants needed to synthesize it.